From a dataset of Full USPTO retrosynthesis dataset with 1.9M reactions from patents (1976-2016). Predict the reactants needed to synthesize the given product. (1) The reactants are: [O:1]1[CH:5]=[CH:4][CH:3]=[C:2]1[C:6]1[C:11](I)=[C:10]([S:13][CH3:14])[N:9]=[C:8]([NH2:15])[N:7]=1.[CH:16]([Sn](CCCC)(CCCC)CCCC)=[CH2:17].C(=O)([O-])[O-].[Na+].[Na+]. Given the product [O:1]1[CH:5]=[CH:4][CH:3]=[C:2]1[C:6]1[C:11]([CH:16]=[CH2:17])=[C:10]([S:13][CH3:14])[N:9]=[C:8]([NH2:15])[N:7]=1, predict the reactants needed to synthesize it. (2) The reactants are: [CH2:1]([O:5][C:6]1[C:15]2[C:10](=[CH:11][CH:12]=[C:13]([F:16])[CH:14]=2)[C:9](=[O:17])[N:8]([CH2:18][C:19]([CH3:22])([CH3:21])[CH3:20])[C:7]=1[C:23](OCC)=[O:24])[CH2:2][CH2:3][CH3:4].[OH-].[Na+].Cl.C(Cl)(=O)C(Cl)=O.[BH4-].[Na+]. Given the product [CH2:1]([O:5][C:6]1[C:15]2[C:10](=[CH:11][CH:12]=[C:13]([F:16])[CH:14]=2)[C:9](=[O:17])[N:8]([CH2:18][C:19]([CH3:22])([CH3:21])[CH3:20])[C:7]=1[CH2:23][OH:24])[CH2:2][CH2:3][CH3:4], predict the reactants needed to synthesize it.